This data is from Reaction yield outcomes from USPTO patents with 853,638 reactions. The task is: Predict the reaction yield, written as a fraction of the theoretical maximum amount of product (1.0 means a 100% yield; for example, 0.34 means a 34% yield). (1) The reactants are Br[C:2]1[CH:7]=[CH:6][C:5]([C:8]2([C:11]([N:13]3[CH2:17][CH2:16][C@@:15]4([C:21]5[CH:22]=[CH:23][CH:24]=[CH:25][C:20]=5[C:19](=[O:26])[O:18]4)[CH2:14]3)=[O:12])[CH2:10][CH2:9]2)=[CH:4][CH:3]=1.[NH:27]1[CH2:31][CH2:30][CH2:29][CH2:28]1.N12CCCN=C1CCCCC2.[O:43]1CCC[CH2:44]1. The catalyst is [C-]#[O+].[C-]#[O+].[C-]#[O+].[C-]#[O+].[C-]#[O+].[C-]#[O+].[Mo].CC1C(P(C2C([CH2-])=CC=CC=2)C2C(C)=CC=CC=2)=CC=CC=1.CC1C(P(C2C([CH2-])=CC=CC=2)C2C(C)=CC=CC=2)=CC=CC=1.CC(O)=O.CC(O)=O.[Pd].[Pd]. The product is [N:27]1([C:44]([C:2]2[CH:3]=[CH:4][C:5]([C:8]3([C:11]([N:13]4[CH2:17][CH2:16][C@@:15]5([C:21]6[CH:22]=[CH:23][CH:24]=[CH:25][C:20]=6[C:19](=[O:26])[O:18]5)[CH2:14]4)=[O:12])[CH2:10][CH2:9]3)=[CH:6][CH:7]=2)=[O:43])[CH2:31][CH2:30][CH2:29][CH2:28]1. The yield is 0.790. (2) The reactants are [CH2:1]([O:3][C:4](=[O:14])[CH2:5][NH:6][CH2:7][C:8]1[CH:13]=[CH:12][CH:11]=[CH:10][CH:9]=1)[CH3:2].Br[CH2:16][CH2:17][CH2:18][C:19]#[N:20].C([O-])([O-])=O.[K+].[K+]. No catalyst specified. The product is [CH2:1]([O:3][C:4](=[O:14])[CH2:5][N:6]([CH2:7][C:8]1[CH:13]=[CH:12][CH:11]=[CH:10][CH:9]=1)[CH2:16][CH2:17][CH2:18][C:19]#[N:20])[CH3:2]. The yield is 0.730. (3) The reactants are [F:1][C:2]1[CH:3]=[N:4][C:5]([C:8]#[N:9])=[N:6][CH:7]=1.C[Mg+].[Br-].[C:13](OC(=O)C)(=[O:15])[CH3:14].[C:20](=O)(O)[O-].[Na+]. The catalyst is C1COCC1.CCOCC.C(Cl)Cl. The product is [F:1][C:2]1[CH:3]=[N:4][C:5]([C:8]([NH:9][C:13](=[O:15])[CH3:14])=[CH2:20])=[N:6][CH:7]=1. The yield is 0.260. (4) The reactants are [CH2:1]([N:4]1[CH:8]=[CH:7][N:6]=[CH:5]1)[CH:2]=[CH2:3].[CH2:9]([Cl:12])[CH:10]=[CH2:11].C1(C)C=CC=CC=1. The catalyst is C(#N)C. The product is [Cl-:12].[CH2:1]([N+:4]1[CH:8]=[CH:7][N:6]([CH2:11][CH:10]=[CH2:9])[CH:5]=1)[CH:2]=[CH2:3]. The yield is 0.783. (5) The yield is 0.483. The reactants are [I:1][C:2]1[CH:3]=[C:4]2[C:9](=[CH:10][CH:11]=1)[C:8](=[O:12])[NH:7][C:6](=[O:13])/[C:5]/2=[CH:14]/OC.[N:17]1([CH2:23][C:24]2[CH:29]=[CH:28][C:27]([NH2:30])=[CH:26][CH:25]=2)[CH2:22][CH2:21][CH2:20][CH2:19][CH2:18]1.C(OCC)C. The catalyst is CN(C=O)C. The product is [I:1][C:2]1[CH:3]=[C:4]2[C:9](=[CH:10][CH:11]=1)[C:8](=[O:12])[NH:7][C:6](=[O:13])/[C:5]/2=[CH:14]\[NH:30][C:27]1[CH:26]=[CH:25][C:24]([CH2:23][N:17]2[CH2:22][CH2:21][CH2:20][CH2:19][CH2:18]2)=[CH:29][CH:28]=1. (6) The reactants are [CH:1]1([C:7]2[S:8][C:9]3[C:15]([O:16]C)=[CH:14][CH:13]=[C:12]([O:18]C)[C:10]=3[N:11]=2)[CH2:6][CH2:5][CH2:4][CH2:3][CH2:2]1.[Ce+4].[N+]([O-])([O-])=O.[NH4+]. The catalyst is C(#N)C.O. The product is [CH:1]1([C:7]2[S:8][C:9]3[C:15](=[O:16])[CH:14]=[CH:13][C:12](=[O:18])[C:10]=3[N:11]=2)[CH2:2][CH2:3][CH2:4][CH2:5][CH2:6]1. The yield is 0.880. (7) The reactants are FC(F)(F)C(O)=O.[Cl:8][C:9]1[CH:14]=[CH:13][C:12]([NH:15][C:16](=[O:30])[NH:17][C:18]2[S:26][C:21]3[CH2:22][NH:23][CH2:24][CH2:25][C:20]=3[C:19]=2[C:27]([NH2:29])=[O:28])=[CH:11][CH:10]=1.S([O-])([O-])(=O)=O.[Mg+2].[Cl:37][CH2:38][CH:39]=O.C([BH3-])#N.[Na+]. The catalyst is CO.O1CCCC1.C(O)(=O)C.C(=O)(O)[O-].[Na+]. The product is [Cl:37][CH2:38][CH2:39][N:23]1[CH2:24][CH2:25][C:20]2[C:19]([C:27]([NH2:29])=[O:28])=[C:18]([NH:17][C:16]([NH:15][C:12]3[CH:11]=[CH:10][C:9]([Cl:8])=[CH:14][CH:13]=3)=[O:30])[S:26][C:21]=2[CH2:22]1. The yield is 0.990. (8) The reactants are [OH:1][C:2]1[CH:9]=[C:8]([OH:10])[CH:7]=[CH:6][C:3]=1[CH:4]=[O:5].[CH3:11][O:12][CH2:13][CH2:14]O.C1(P(C2C=CC=CC=2)C2C=CC=CC=2)C=CC=CC=1.C1(C)C=CC=CC=1.N(C(OCC)=O)=NC(OCC)=O. The catalyst is C1(C)C=CC=CC=1. The product is [OH:1][C:2]1[CH:9]=[C:8]([O:10][CH2:14][CH2:13][O:12][CH3:11])[CH:7]=[CH:6][C:3]=1[CH:4]=[O:5]. The yield is 0.340. (9) The reactants are [OH-].[K+].[Cl:3][C:4]1[CH:5]=[C:6]([C:13]([CH3:20])([CH3:19])[C:14]([O:16]CC)=[O:15])[CH:7]=[CH:8][C:9]=1[N+:10]([O-:12])=[O:11]. The catalyst is CO. The product is [Cl:3][C:4]1[CH:5]=[C:6]([C:13]([CH3:20])([CH3:19])[C:14]([OH:16])=[O:15])[CH:7]=[CH:8][C:9]=1[N+:10]([O-:12])=[O:11]. The yield is 0.950. (10) The reactants are Cl[C:2]1[N:7]=[C:6]([NH:8][C:9]2[CH:14]=[CH:13][C:12]([N:15]3[CH2:20][CH2:19][O:18][CH2:17][CH2:16]3)=[CH:11][C:10]=2[O:21][CH3:22])[C:5]([Cl:23])=[CH:4][N:3]=1.[NH2:24][C:25]1[C:26]([O:38][CH3:39])=[CH:27][C:28]2[N:34]([CH3:35])[C:33](=[O:36])[O:32][CH2:31][CH2:30][C:29]=2[CH:37]=1. No catalyst specified. The product is [Cl:23][C:5]1[C:6]([NH:8][C:9]2[CH:14]=[CH:13][C:12]([N:15]3[CH2:20][CH2:19][O:18][CH2:17][CH2:16]3)=[CH:11][C:10]=2[O:21][CH3:22])=[N:7][C:2]([NH:24][C:25]2[C:26]([O:38][CH3:39])=[CH:27][C:28]3[N:34]([CH3:35])[C:33](=[O:36])[O:32][CH2:31][CH2:30][C:29]=3[CH:37]=2)=[N:3][CH:4]=1. The yield is 0.490.